Predict the product of the given reaction. From a dataset of Forward reaction prediction with 1.9M reactions from USPTO patents (1976-2016). (1) Given the reactants C(O[C:6](=O)[NH:7][C:8]1[CH:13]=[CH:12][C:11]([C:14]([N:16]2[CH2:22][C:21]3([CH3:24])[CH2:23][CH:17]2[CH2:18][C:19]([CH3:26])([CH3:25])[CH2:20]3)=[O:15])=[CH:10][CH:9]=1)(C)(C)C.[H-].[Na+].CI, predict the reaction product. The product is: [CH3:6][NH:7][C:8]1[CH:13]=[CH:12][C:11]([C:14]([N:16]2[CH2:22][C:21]3([CH3:24])[CH2:23][CH:17]2[CH2:18][C:19]([CH3:26])([CH3:25])[CH2:20]3)=[O:15])=[CH:10][CH:9]=1. (2) Given the reactants [Br:1][C:2]1[CH:3]=[C:4]([C:7]([OH:9])=[O:8])[S:5][CH:6]=1.S(=O)(=O)(O)O.[CH3:15]O, predict the reaction product. The product is: [Br:1][C:2]1[CH:3]=[C:4]([C:7]([O:9][CH3:15])=[O:8])[S:5][CH:6]=1. (3) The product is: [F:1][C:2]1[CH:3]=[C:4]([CH:18]=[CH:19][CH:20]=1)[CH2:5][C@H:6]1[CH2:10][CH2:9][N:8]([C:11]([O:13][C:14]([CH3:17])([CH3:15])[CH3:16])=[O:12])[CH2:7]1. Given the reactants [F:1][C:2]1[CH:3]=[C:4]([CH:18]=[CH:19][CH:20]=1)[CH2:5][C@@H:6]1[CH2:10][CH2:9][N:8]([C:11]([O:13][C:14]([CH3:17])([CH3:16])[CH3:15])=[O:12])[CH2:7]1.IC[C@H]1CCN(C(OC(C)(C)C)=O)C1, predict the reaction product. (4) Given the reactants Cl.[CH3:2][O:3][NH2:4].[NH2:5][C:6]1[C:14]([CH3:15])=[CH:13][C:12]([CH:16]=O)=[CH:11][C:7]=1[C:8]([OH:10])=[O:9], predict the reaction product. The product is: [NH2:5][C:6]1[C:14]([CH3:15])=[CH:13][C:12](/[CH:16]=[N:4]/[O:3][CH3:2])=[CH:11][C:7]=1[C:8]([OH:10])=[O:9]. (5) The product is: [CH3:1][O:2][C:3]([CH:5]1[CH:11]([C:12]([O:14][CH3:15])=[O:13])[CH:10]2[O:16][CH:6]1[CH2:7][C:8]([C:18]1[NH:26][C:25]3[C:24](=[O:33])[N:23]([CH2:34][CH2:35][CH3:36])[C:22](=[O:37])[N:21]([CH2:38][CH2:39][CH3:40])[C:20]=3[N:19]=1)([OH:17])[CH2:9]2)=[O:4]. Given the reactants [CH3:1][O:2][C:3]([CH:5]1[CH:11]([C:12]([O:14][CH3:15])=[O:13])[CH:10]2[O:16][CH:6]1[CH2:7][C:8]([C:18]1[N:26](C3CCCCO3)[C:25]3[C:24](=[O:33])[N:23]([CH2:34][CH2:35][CH3:36])[C:22](=[O:37])[N:21]([CH2:38][CH2:39][CH3:40])[C:20]=3[N:19]=1)([OH:17])[CH2:9]2)=[O:4], predict the reaction product. (6) Given the reactants [CH2:1]([OH:4])[CH2:2][OH:3].[H-].[Na+].Br[CH2:8][C:9]1[CH:14]=[CH:13][CH:12]=[C:11]([F:15])[CH:10]=1.O, predict the reaction product. The product is: [F:15][C:11]1[CH:10]=[C:9]([CH2:8][O:3][CH2:2][CH2:1][OH:4])[CH:14]=[CH:13][CH:12]=1. (7) Given the reactants [F:1][C:2]([F:20])([F:19])[C:3]1[CH:8]=[CH:7][C:6]([C@@H:9]2[C:18]3[C:13](=[CH:14][CH:15]=[CH:16][CH:17]=3)[CH2:12][CH2:11][NH:10]2)=[CH:5][CH:4]=1.[CH2:21]([N:25]=[C:26]=[O:27])[CH2:22][CH2:23][CH3:24], predict the reaction product. The product is: [CH2:21]([NH:25][C:26]([N:10]1[CH2:11][CH2:12][C:13]2[C:18](=[CH:17][CH:16]=[CH:15][CH:14]=2)[C@H:9]1[C:6]1[CH:5]=[CH:4][C:3]([C:2]([F:1])([F:19])[F:20])=[CH:8][CH:7]=1)=[O:27])[CH2:22][CH2:23][CH3:24].